Dataset: NCI-60 drug combinations with 297,098 pairs across 59 cell lines. Task: Regression. Given two drug SMILES strings and cell line genomic features, predict the synergy score measuring deviation from expected non-interaction effect. (1) Drug 1: CC(C1=C(C=CC(=C1Cl)F)Cl)OC2=C(N=CC(=C2)C3=CN(N=C3)C4CCNCC4)N. Drug 2: COC1=NC(=NC2=C1N=CN2C3C(C(C(O3)CO)O)O)N. Cell line: OVCAR3. Synergy scores: CSS=-5.38, Synergy_ZIP=2.92, Synergy_Bliss=2.40, Synergy_Loewe=-1.65, Synergy_HSA=-2.83. (2) Cell line: PC-3. Drug 1: C1=NNC2=C1C(=O)NC=N2. Synergy scores: CSS=0.380, Synergy_ZIP=-0.885, Synergy_Bliss=-4.97, Synergy_Loewe=-2.05, Synergy_HSA=-5.58. Drug 2: C1CC(=O)NC(=O)C1N2C(=O)C3=CC=CC=C3C2=O. (3) Drug 1: CN1C2=C(C=C(C=C2)N(CCCl)CCCl)N=C1CCCC(=O)O.Cl. Drug 2: CC1CCC2CC(C(=CC=CC=CC(CC(C(=O)C(C(C(=CC(C(=O)CC(OC(=O)C3CCCCN3C(=O)C(=O)C1(O2)O)C(C)CC4CCC(C(C4)OC)O)C)C)O)OC)C)C)C)OC. Cell line: UACC62. Synergy scores: CSS=15.9, Synergy_ZIP=-3.32, Synergy_Bliss=-3.70, Synergy_Loewe=-6.46, Synergy_HSA=-2.65. (4) Drug 1: CN1C(=O)N2C=NC(=C2N=N1)C(=O)N. Drug 2: C1CC(CNC1)C2=CC=C(C=C2)N3C=C4C=CC=C(C4=N3)C(=O)N. Cell line: SK-OV-3. Synergy scores: CSS=6.13, Synergy_ZIP=24.2, Synergy_Bliss=25.3, Synergy_Loewe=17.0, Synergy_HSA=18.3. (5) Drug 1: C1C(C(OC1N2C=NC3=C(N=C(N=C32)Cl)N)CO)O. Drug 2: CC1=C2C(C(=O)C3(C(CC4C(C3C(C(C2(C)C)(CC1OC(=O)C(C(C5=CC=CC=C5)NC(=O)C6=CC=CC=C6)O)O)OC(=O)C7=CC=CC=C7)(CO4)OC(=O)C)O)C)OC(=O)C. Cell line: NCI-H322M. Synergy scores: CSS=-4.52, Synergy_ZIP=5.51, Synergy_Bliss=-3.49, Synergy_Loewe=-20.0, Synergy_HSA=-14.2. (6) Drug 1: CC1=C(C(=CC=C1)Cl)NC(=O)C2=CN=C(S2)NC3=CC(=NC(=N3)C)N4CCN(CC4)CCO. Drug 2: CCCCC(=O)OCC(=O)C1(CC(C2=C(C1)C(=C3C(=C2O)C(=O)C4=C(C3=O)C=CC=C4OC)O)OC5CC(C(C(O5)C)O)NC(=O)C(F)(F)F)O. Cell line: UACC-257. Synergy scores: CSS=69.3, Synergy_ZIP=-0.533, Synergy_Bliss=-0.0904, Synergy_Loewe=0.854, Synergy_HSA=1.23. (7) Drug 1: CC1OCC2C(O1)C(C(C(O2)OC3C4COC(=O)C4C(C5=CC6=C(C=C35)OCO6)C7=CC(=C(C(=C7)OC)O)OC)O)O. Drug 2: CC1=C(C(=CC=C1)Cl)NC(=O)C2=CN=C(S2)NC3=CC(=NC(=N3)C)N4CCN(CC4)CCO. Cell line: HCT116. Synergy scores: CSS=35.1, Synergy_ZIP=-3.37, Synergy_Bliss=-1.74, Synergy_Loewe=-2.59, Synergy_HSA=1.04. (8) Drug 1: CC1C(C(CC(O1)OC2CC(CC3=C2C(=C4C(=C3O)C(=O)C5=C(C4=O)C(=CC=C5)OC)O)(C(=O)CO)O)N)O.Cl. Drug 2: COCCOC1=C(C=C2C(=C1)C(=NC=N2)NC3=CC=CC(=C3)C#C)OCCOC.Cl. Cell line: MDA-MB-231. Synergy scores: CSS=5.87, Synergy_ZIP=3.90, Synergy_Bliss=2.63, Synergy_Loewe=3.49, Synergy_HSA=3.40. (9) Drug 2: COCCOC1=C(C=C2C(=C1)C(=NC=N2)NC3=CC=CC(=C3)C#C)OCCOC.Cl. Cell line: SW-620. Drug 1: CCN(CC)CCNC(=O)C1=C(NC(=C1C)C=C2C3=C(C=CC(=C3)F)NC2=O)C. Synergy scores: CSS=6.64, Synergy_ZIP=-3.49, Synergy_Bliss=-4.33, Synergy_Loewe=-2.04, Synergy_HSA=-4.42.